This data is from Peptide-MHC class I binding affinity with 185,985 pairs from IEDB/IMGT. The task is: Regression. Given a peptide amino acid sequence and an MHC pseudo amino acid sequence, predict their binding affinity value. This is MHC class I binding data. (1) The peptide sequence is RVRGAVTGM. The MHC is HLA-B38:01 with pseudo-sequence HLA-B38:01. The binding affinity (normalized) is 0.0847. (2) The peptide sequence is LPWFLDTTI. The MHC is HLA-A02:19 with pseudo-sequence HLA-A02:19. The binding affinity (normalized) is 0.0847. (3) The peptide sequence is QTALFLLKL. The MHC is Mamu-A07 with pseudo-sequence Mamu-A07. The binding affinity (normalized) is 0. (4) The peptide sequence is FSDARLAKL. The MHC is HLA-A31:01 with pseudo-sequence HLA-A31:01. The binding affinity (normalized) is 0.0847. (5) The peptide sequence is ISDSNPYLTQW. The MHC is HLA-A01:01 with pseudo-sequence HLA-A01:01. The binding affinity (normalized) is 0.0431. (6) The peptide sequence is DCTMLLLSQL. The MHC is H-2-Kd with pseudo-sequence H-2-Kd. The binding affinity (normalized) is 0. (7) The peptide sequence is RKRLRLIHLL. The MHC is Mamu-B03 with pseudo-sequence Mamu-B03. The binding affinity (normalized) is 0.549. (8) The peptide sequence is EKNQAIDGEF. The MHC is HLA-A26:01 with pseudo-sequence HLA-A26:01. The binding affinity (normalized) is 0. (9) The peptide sequence is KRLAARGLL. The MHC is Mamu-B08 with pseudo-sequence Mamu-B08. The binding affinity (normalized) is 0.791. (10) The MHC is HLA-A02:06 with pseudo-sequence HLA-A02:06. The binding affinity (normalized) is 0. The peptide sequence is VVLQQHSIA.